From a dataset of NCI-60 drug combinations with 297,098 pairs across 59 cell lines. Regression. Given two drug SMILES strings and cell line genomic features, predict the synergy score measuring deviation from expected non-interaction effect. Drug 1: CC12CCC3C(C1CCC2=O)CC(=C)C4=CC(=O)C=CC34C. Drug 2: CC1C(C(CC(O1)OC2CC(CC3=C2C(=C4C(=C3O)C(=O)C5=C(C4=O)C(=CC=C5)OC)O)(C(=O)C)O)N)O.Cl. Cell line: HCT-15. Synergy scores: CSS=61.5, Synergy_ZIP=-1.68, Synergy_Bliss=2.17, Synergy_Loewe=-2.64, Synergy_HSA=1.81.